From a dataset of Reaction yield outcomes from USPTO patents with 853,638 reactions. Predict the reaction yield, written as a fraction of the theoretical maximum amount of product (1.0 means a 100% yield; for example, 0.34 means a 34% yield). (1) The reactants are C(OC([NH:8][C@H:9]1[CH2:14][C@@H:13]([CH3:15])[CH2:12][N:11]([C:16]2[CH:21]=[CH:20][N:19]=[CH:18][C:17]=2[NH:22][C:23]([C:25]2[C:29]3=[N:30][CH:31]=[C:32]([CH:34]4[CH2:39][CH2:38][O:37][CH2:36][CH2:35]4)[CH:33]=[C:28]3[O:27][C:26]=2[NH:40]C(=O)OC(C)(C)C)=[O:24])[CH2:10]1)=O)(C)(C)C.C(O)(C(F)(F)F)=O. The catalyst is C(Cl)Cl. The product is [NH2:40][C:26]1[O:27][C:28]2[C:29](=[N:30][CH:31]=[C:32]([CH:34]3[CH2:39][CH2:38][O:37][CH2:36][CH2:35]3)[CH:33]=2)[C:25]=1[C:23]([NH:22][C:17]1[CH:18]=[N:19][CH:20]=[CH:21][C:16]=1[N:11]1[CH2:12][C@H:13]([CH3:15])[CH2:14][C@H:9]([NH2:8])[CH2:10]1)=[O:24]. The yield is 0.150. (2) The reactants are [NH2:1][C:2]1[CH:3]=[CH:4][C:5]([Cl:19])=[C:6]2[C:10]=1[N:9]([CH2:11][O:12][CH3:13])[C:8]([C:14]([O:16][CH2:17][CH3:18])=[O:15])=[CH:7]2.[S:20]1[CH:24]=[CH:23][CH:22]=[C:21]1[S:25](Cl)(=[O:27])=[O:26]. The catalyst is N1C=CC=CC=1. The product is [Cl:19][C:5]1[CH:4]=[CH:3][C:2]([NH:1][S:25]([C:21]2[S:20][CH:24]=[CH:23][CH:22]=2)(=[O:27])=[O:26])=[C:10]2[C:6]=1[CH:7]=[C:8]([C:14]([O:16][CH2:17][CH3:18])=[O:15])[N:9]2[CH2:11][O:12][CH3:13]. The yield is 0.830. (3) The reactants are C(OCC)C.[CH3:6][C:7]1([CH3:14])[O:12][CH2:11][C:10](=[O:13])[CH2:9][O:8]1.[H-].[Al+3].[Li+].[H-].[H-].[H-].[OH-].[Na+]. The catalyst is O. The product is [CH3:6][C:7]1([CH3:14])[O:12][CH2:11][CH:10]([OH:13])[CH2:9][O:8]1. The yield is 0.934. (4) The reactants are CCN(CC)CC.[C:8]([O:12][C:13]([NH:15][CH2:16][C:17]([OH:19])=O)=[O:14])([CH3:11])([CH3:10])[CH3:9].CCN=C=NCCCN(C)C.C1C=CC2N(O)N=NC=2C=1.[NH2:41][C@@H:42]1[CH2:46][CH2:45][N:44]([CH2:47][C:48]2[CH:53]=[CH:52][C:51]([Cl:54])=[CH:50][CH:49]=2)[CH2:43]1.[OH-].[Na+]. The catalyst is C(Cl)Cl. The product is [C:8]([O:12][C:13]([NH:15][CH2:16][C:17]([NH:41][C@@H:42]1[CH2:46][CH2:45][N:44]([CH2:47][C:48]2[CH:53]=[CH:52][C:51]([Cl:54])=[CH:50][CH:49]=2)[CH2:43]1)=[O:19])=[O:14])([CH3:9])([CH3:10])[CH3:11]. The yield is 0.920. (5) The product is [Br:1][C:2]1[CH:3]=[CH:4][C:5]([CH2:6][N:7]2[C:16]3[C:11](=[C:12]([CH2:17][CH:18]4[S:22][C:21](=[S:23])[NH:20][C:19]4=[O:24])[CH:13]=[CH:14][CH:15]=3)[CH2:10][CH2:9][C:8]2=[O:25])=[CH:26][CH:27]=1. The reactants are [Br:1][C:2]1[CH:27]=[CH:26][C:5]([CH2:6][N:7]2[C:16]3[C:11](=[C:12]([CH:17]=[C:18]4[S:22][C:21](=[S:23])[NH:20][C:19]4=[O:24])[CH:13]=[CH:14][CH:15]=3)[CH2:10][CH2:9][C:8]2=[O:25])=[CH:4][CH:3]=1.[OH-].[Na+].CC(=NO)C(C)=NO.[BH4-].[Na+].S([O-])(O)(=O)=O.[K+]. The yield is 0.890. The catalyst is CN(C=O)C.C1COCC1.O.CO. (6) The reactants are Br[C:2]1[C:14]2[C:13]3[C:8](=[CH:9][C:10]([C:15]([OH:18])([CH3:17])[CH3:16])=[CH:11][CH:12]=3)[NH:7][C:6]=2[C:5]([C:19]([NH2:21])=[O:20])=[CH:4][C:3]=1[Cl:22].[Cl:23][C:24]1[C:33]2[N:28]([C:29](=[O:51])[N:30]([C:35]3[CH:40]=[CH:39][CH:38]=[C:37](B4OC(C)(C)C(C)(C)O4)[C:36]=3[CH3:50])[C:31](=[O:34])[CH:32]=2)[CH:27]=[CH:26][CH:25]=1.C([O-])([O-])=O.[Cs+].[Cs+]. The catalyst is C1COCC1.O.CCOC(C)=O.C1C=CC(P(C2C=CC=CC=2)[C-]2C=CC=C2)=CC=1.C1C=CC(P(C2C=CC=CC=2)[C-]2C=CC=C2)=CC=1.Cl[Pd]Cl.[Fe+2].C(Cl)Cl. The product is [Cl:22][C:3]1[CH:4]=[C:5]([C:19]([NH2:21])=[O:20])[C:6]2[NH:7][C:8]3[C:13]([C:14]=2[C:2]=1[C:37]1[CH:38]=[CH:39][CH:40]=[C:35]([N:30]2[C:31](=[O:34])[CH:32]=[C:33]4[C:24]([Cl:23])=[CH:25][CH:26]=[CH:27][N:28]4[C:29]2=[O:51])[C:36]=1[CH3:50])=[CH:12][CH:11]=[C:10]([C:15]([OH:18])([CH3:17])[CH3:16])[CH:9]=3. The yield is 0.690. (7) The reactants are [NH2:1][C:2]1[C:7]([CH2:8][C:9]2[CH:14]=[CH:13][CH:12]=[CH:11][CH:10]=2)=[N:6][C:5](Br)=[CH:4][N:3]=1.C(O)C.C(=O)([O-])[O-].[Na+].[Na+].[C:25]1(B(O)O)[CH:30]=[CH:29][CH:28]=[CH:27][CH:26]=1. The product is [NH2:1][C:2]1[C:7]([CH2:8][C:9]2[CH:14]=[CH:13][CH:12]=[CH:11][CH:10]=2)=[N:6][C:5]([C:25]2[CH:30]=[CH:29][CH:28]=[CH:27][CH:26]=2)=[CH:4][N:3]=1. The catalyst is COCCOC.[Cl-].[Na+].O.C(OCC)(=O)C. The yield is 0.599. (8) The reactants are F[C:2]1[CH:9]=[CH:8][C:7]([N+:10]([O-:12])=[O:11])=[CH:6][C:3]=1[C:4]#[N:5].[NH2:13][C:14]1[CH:15]=[C:16]([OH:20])[CH:17]=[CH:18][CH:19]=1.C(=O)([O-])[O-].[K+].[K+]. The catalyst is CN(C)C=O. The product is [NH2:13][C:14]1[CH:15]=[C:16]([CH:17]=[CH:18][CH:19]=1)[O:20][C:2]1[CH:9]=[CH:8][C:7]([N+:10]([O-:12])=[O:11])=[CH:6][C:3]=1[C:4]#[N:5]. The yield is 0.660. (9) The reactants are [S-:1][C:2]#[N:3].[K+].[F:5][CH:6]([F:15])[O:7][C:8]1[N:13]=[CH:12][C:11]([NH2:14])=[CH:10][CH:9]=1.BrBr.O. The catalyst is C(O)(=O)C. The product is [F:15][CH:6]([F:5])[O:7][C:8]1[N:13]=[C:12]2[S:1][C:2]([NH2:3])=[N:14][C:11]2=[CH:10][CH:9]=1. The yield is 0.361.